From a dataset of Reaction yield outcomes from USPTO patents with 853,638 reactions. Predict the reaction yield, written as a fraction of the theoretical maximum amount of product (1.0 means a 100% yield; for example, 0.34 means a 34% yield). (1) The reactants are [C:1]1(=[O:7])[CH2:6][CH2:5][CH2:4][CH2:3][CH2:2]1.[NH2:8][C:9]([CH3:13])([CH3:12])[CH2:10]O. The catalyst is C1(C)C=CC=CC=1. The product is [CH3:10][C:9]1([CH3:13])[NH:8][C:1]2([CH2:6][CH2:5][CH2:4][CH2:3][CH2:2]2)[O:7][CH2:12]1. The yield is 0.814. (2) The reactants are [CH3:1][C:2]1([CH3:12])[CH2:5][C:4](C(O)=O)([C:6]([OH:8])=[O:7])[CH2:3]1. The catalyst is N1C=CC=CC=1. The product is [CH3:1][C:2]1([CH3:12])[CH2:5][CH:4]([C:6]([OH:8])=[O:7])[CH2:3]1. The yield is 0.910. (3) The reactants are [CH3:1][N:2]1[CH2:10][C:9]2[C:8]([N:11]3[CH2:16][CH2:15][O:14][CH2:13][C@@H:12]3[CH3:17])=[N:7][C:6]([C:18]3[CH:23]=[CH:22][C:21]([NH:24][C:25](=[O:33])OC4C=CC=CC=4)=[CH:20][CH:19]=3)=[N:5][C:4]=2[CH2:3]1.CCN(CC)CC.[NH2:41][CH2:42][CH2:43][CH2:44][OH:45]. The catalyst is CN(C=O)C. The product is [OH:45][CH2:44][CH2:43][CH2:42][NH:41][C:25]([NH:24][C:21]1[CH:20]=[CH:19][C:18]([C:6]2[N:7]=[C:8]([N:11]3[CH2:16][CH2:15][O:14][CH2:13][C@@H:12]3[CH3:17])[C:9]3[CH2:10][N:2]([CH3:1])[CH2:3][C:4]=3[N:5]=2)=[CH:23][CH:22]=1)=[O:33]. The yield is 0.260. (4) The reactants are [OH-].[Na+].[Br:3][C:4]1[CH:9]=[CH:8][C:7]([N:10]([C:15]2[C:35]([CH:36]3[CH2:38][CH2:37]3)=[CH:34][C:18]3[C:19]([C:29]([O:31]CC)=[O:30])=[C:20]([C:22]4[CH:27]=[CH:26][C:25]([Cl:28])=[CH:24][CH:23]=4)[O:21][C:17]=3[CH:16]=2)[S:11]([CH3:14])(=[O:13])=[O:12])=[CH:6][C:5]=1[Cl:39].CCOC(C)=O.Cl. The catalyst is C1COCC1.CO. The product is [Br:3][C:4]1[CH:9]=[CH:8][C:7]([N:10]([C:15]2[C:35]([CH:36]3[CH2:37][CH2:38]3)=[CH:34][C:18]3[C:19]([C:29]([OH:31])=[O:30])=[C:20]([C:22]4[CH:23]=[CH:24][C:25]([Cl:28])=[CH:26][CH:27]=4)[O:21][C:17]=3[CH:16]=2)[S:11]([CH3:14])(=[O:12])=[O:13])=[CH:6][C:5]=1[Cl:39]. The yield is 0.940. (5) The reactants are [CH3:1][O:2][C:3](=[O:23])[C:4]1[CH:9]=[C:8]([C:10]([O:12]CC)=[CH2:11])[C:7]([C:15]([F:18])([F:17])[F:16])=[CH:6][C:5]=1[NH:19][C:20](=[O:22])[CH3:21].Cl.CCOC(C)=O. The catalyst is C1COCC1. The product is [CH3:1][O:2][C:3](=[O:23])[C:4]1[CH:9]=[C:8]([C:10](=[O:12])[CH3:11])[C:7]([C:15]([F:18])([F:17])[F:16])=[CH:6][C:5]=1[NH:19][C:20](=[O:22])[CH3:21]. The yield is 0.760. (6) The reactants are [Br:1][C:2]1[S:6][N:5]=[C:4]([CH2:7]Br)[CH:3]=1.C(N(CC)CC)C.[NH:16]1[CH2:21][CH2:20][CH2:19][CH2:18][CH2:17]1. The yield is 0.970. The product is [Br:1][C:2]1[S:6][N:5]=[C:4]([CH2:7][N:16]2[CH2:21][CH2:20][CH2:19][CH2:18][CH2:17]2)[CH:3]=1. The catalyst is C(Cl)Cl.